From a dataset of NCI-60 drug combinations with 297,098 pairs across 59 cell lines. Regression. Given two drug SMILES strings and cell line genomic features, predict the synergy score measuring deviation from expected non-interaction effect. (1) Drug 1: CCC1=CC2CC(C3=C(CN(C2)C1)C4=CC=CC=C4N3)(C5=C(C=C6C(=C5)C78CCN9C7C(C=CC9)(C(C(C8N6C)(C(=O)OC)O)OC(=O)C)CC)OC)C(=O)OC.C(C(C(=O)O)O)(C(=O)O)O. Drug 2: C1=CC(=CC=C1CCCC(=O)O)N(CCCl)CCCl. Cell line: NCI-H226. Synergy scores: CSS=38.6, Synergy_ZIP=-3.42, Synergy_Bliss=-3.20, Synergy_Loewe=-21.6, Synergy_HSA=-2.25. (2) Drug 1: CNC(=O)C1=CC=CC=C1SC2=CC3=C(C=C2)C(=NN3)C=CC4=CC=CC=N4. Synergy scores: CSS=3.01, Synergy_ZIP=-0.215, Synergy_Bliss=-0.0104, Synergy_Loewe=-3.92, Synergy_HSA=-3.54. Cell line: SK-MEL-28. Drug 2: C1CN(CCN1C(=O)CCBr)C(=O)CCBr. (3) Drug 1: CC(C1=C(C=CC(=C1Cl)F)Cl)OC2=C(N=CC(=C2)C3=CN(N=C3)C4CCNCC4)N. Drug 2: CN1CCC(CC1)COC2=C(C=C3C(=C2)N=CN=C3NC4=C(C=C(C=C4)Br)F)OC. Cell line: IGROV1. Synergy scores: CSS=46.7, Synergy_ZIP=-2.15, Synergy_Bliss=2.28, Synergy_Loewe=-5.21, Synergy_HSA=2.39. (4) Drug 1: C1=CN(C=N1)CC(O)(P(=O)(O)O)P(=O)(O)O. Drug 2: COCCOC1=C(C=C2C(=C1)C(=NC=N2)NC3=CC=CC(=C3)C#C)OCCOC.Cl. Cell line: HOP-62. Synergy scores: CSS=5.15, Synergy_ZIP=6.34, Synergy_Bliss=10.5, Synergy_Loewe=-1.51, Synergy_HSA=-0.931. (5) Drug 2: C1=NC2=C(N1)C(=S)N=CN2. Synergy scores: CSS=13.5, Synergy_ZIP=-11.6, Synergy_Bliss=-12.7, Synergy_Loewe=-19.7, Synergy_HSA=-8.91. Drug 1: C1=C(C(=O)NC(=O)N1)N(CCCl)CCCl. Cell line: KM12. (6) Drug 1: CC(CN1CC(=O)NC(=O)C1)N2CC(=O)NC(=O)C2. Drug 2: C1=NC2=C(N1)C(=S)N=CN2. Cell line: SK-MEL-2. Synergy scores: CSS=25.0, Synergy_ZIP=-0.720, Synergy_Bliss=5.73, Synergy_Loewe=2.10, Synergy_HSA=2.29. (7) Drug 1: CCCS(=O)(=O)NC1=C(C(=C(C=C1)F)C(=O)C2=CNC3=C2C=C(C=N3)C4=CC=C(C=C4)Cl)F. Drug 2: CC1=CC2C(CCC3(C2CCC3(C(=O)C)OC(=O)C)C)C4(C1=CC(=O)CC4)C. Cell line: SK-MEL-28. Synergy scores: CSS=39.6, Synergy_ZIP=7.94, Synergy_Bliss=4.96, Synergy_Loewe=-29.0, Synergy_HSA=1.95. (8) Drug 1: CN1CCC(CC1)COC2=C(C=C3C(=C2)N=CN=C3NC4=C(C=C(C=C4)Br)F)OC. Cell line: OVCAR-5. Drug 2: CC1=C(N=C(N=C1N)C(CC(=O)N)NCC(C(=O)N)N)C(=O)NC(C(C2=CN=CN2)OC3C(C(C(C(O3)CO)O)O)OC4C(C(C(C(O4)CO)O)OC(=O)N)O)C(=O)NC(C)C(C(C)C(=O)NC(C(C)O)C(=O)NCCC5=NC(=CS5)C6=NC(=CS6)C(=O)NCCC[S+](C)C)O. Synergy scores: CSS=17.6, Synergy_ZIP=0.924, Synergy_Bliss=-4.89, Synergy_Loewe=-3.88, Synergy_HSA=-2.78.